Dataset: Forward reaction prediction with 1.9M reactions from USPTO patents (1976-2016). Task: Predict the product of the given reaction. (1) Given the reactants CS(O[C@@H:6]([C:24]1[CH:29]=[CH:28][C:27]([N+:30]([O-:32])=[O:31])=[CH:26][CH:25]=1)[CH2:7][CH2:8][C@@H:9](OS(C)(=O)=O)[C:10]1[CH:15]=[CH:14][C:13]([N+:16]([O-:18])=[O:17])=[CH:12][CH:11]=1)(=O)=O.[C:33]([C:37]1[CH:43]=[CH:42][C:40]([NH2:41])=[CH:39][CH:38]=1)([CH3:36])([CH3:35])[CH3:34], predict the reaction product. The product is: [C:33]([C:37]1[CH:38]=[CH:39][C:40]([N:41]2[C@H:9]([C:10]3[CH:15]=[CH:14][C:13]([N+:16]([O-:18])=[O:17])=[CH:12][CH:11]=3)[CH2:8][CH2:7][C@H:6]2[C:24]2[CH:29]=[CH:28][C:27]([N+:30]([O-:32])=[O:31])=[CH:26][CH:25]=2)=[CH:42][CH:43]=1)([CH3:36])([CH3:34])[CH3:35]. (2) Given the reactants Cl[CH2:2][C:3]1[CH2:8][CH2:7][CH2:6][CH2:5][C:4]=1[C:9]1[CH:14]=[CH:13][CH:12]=[CH:11][CH:10]=1.C(=O)([O-])[O-].[K+].[K+].[OH:21][C:22]1[CH:29]=[CH:28][CH:27]=[C:26]([OH:30])[C:23]=1[CH:24]=[O:25], predict the reaction product. The product is: [OH:21][C:22]1[CH:29]=[CH:28][CH:27]=[C:26]([O:30][CH2:2][C:3]2[CH2:8][CH2:7][CH2:6][CH2:5][C:4]=2[C:9]2[CH:14]=[CH:13][CH:12]=[CH:11][CH:10]=2)[C:23]=1[CH:24]=[O:25]. (3) Given the reactants [Si:1]([O:18][CH2:19][C:20]1[CH:21]=[C:22]([CH2:26][OH:27])[CH:23]=[CH:24][CH:25]=1)([C:14]([CH3:17])([CH3:16])[CH3:15])([C:8]1[CH:13]=[CH:12][CH:11]=[CH:10][CH:9]=1)[C:2]1[CH:7]=[CH:6][CH:5]=[CH:4][CH:3]=1, predict the reaction product. The product is: [Si:1]([O:18][CH2:19][C:20]1[CH:21]=[C:22]([CH:23]=[CH:24][CH:25]=1)[CH:26]=[O:27])([C:14]([CH3:15])([CH3:16])[CH3:17])([C:2]1[CH:7]=[CH:6][CH:5]=[CH:4][CH:3]=1)[C:8]1[CH:9]=[CH:10][CH:11]=[CH:12][CH:13]=1.